From a dataset of Peptide-MHC class I binding affinity with 185,985 pairs from IEDB/IMGT. Regression. Given a peptide amino acid sequence and an MHC pseudo amino acid sequence, predict their binding affinity value. This is MHC class I binding data. (1) The peptide sequence is LYFNYIASW. The MHC is H-2-Kd with pseudo-sequence H-2-Kd. The binding affinity (normalized) is 0.0900. (2) The peptide sequence is PEDPAVDLL. The MHC is Mamu-A11 with pseudo-sequence Mamu-A11. The binding affinity (normalized) is 0.160.